This data is from NCI-60 drug combinations with 297,098 pairs across 59 cell lines. The task is: Regression. Given two drug SMILES strings and cell line genomic features, predict the synergy score measuring deviation from expected non-interaction effect. (1) Drug 1: CC(C1=C(C=CC(=C1Cl)F)Cl)OC2=C(N=CC(=C2)C3=CN(N=C3)C4CCNCC4)N. Drug 2: CC1OCC2C(O1)C(C(C(O2)OC3C4COC(=O)C4C(C5=CC6=C(C=C35)OCO6)C7=CC(=C(C(=C7)OC)O)OC)O)O. Cell line: UO-31. Synergy scores: CSS=18.7, Synergy_ZIP=-5.42, Synergy_Bliss=-0.243, Synergy_Loewe=1.82, Synergy_HSA=2.00. (2) Drug 1: C1=CN(C=N1)CC(O)(P(=O)(O)O)P(=O)(O)O. Drug 2: N.N.Cl[Pt+2]Cl. Cell line: TK-10. Synergy scores: CSS=14.6, Synergy_ZIP=-6.48, Synergy_Bliss=0.196, Synergy_Loewe=-3.37, Synergy_HSA=-0.290. (3) Drug 1: C1=CN(C(=O)N=C1N)C2C(C(C(O2)CO)O)O.Cl. Drug 2: CS(=O)(=O)OCCCCOS(=O)(=O)C. Cell line: U251. Synergy scores: CSS=9.31, Synergy_ZIP=5.22, Synergy_Bliss=21.0, Synergy_Loewe=-13.2, Synergy_HSA=2.93. (4) Cell line: EKVX. Drug 2: CC1=C(N=C(N=C1N)C(CC(=O)N)NCC(C(=O)N)N)C(=O)NC(C(C2=CN=CN2)OC3C(C(C(C(O3)CO)O)O)OC4C(C(C(C(O4)CO)O)OC(=O)N)O)C(=O)NC(C)C(C(C)C(=O)NC(C(C)O)C(=O)NCCC5=NC(=CS5)C6=NC(=CS6)C(=O)NCCC[S+](C)C)O. Synergy scores: CSS=6.83, Synergy_ZIP=-1.66, Synergy_Bliss=1.81, Synergy_Loewe=1.78, Synergy_HSA=1.75. Drug 1: C1CCC(CC1)NC(=O)N(CCCl)N=O. (5) Drug 1: C1CN1C2=NC(=NC(=N2)N3CC3)N4CC4. Drug 2: C1=NC2=C(N1)C(=S)N=CN2. Cell line: UACC62. Synergy scores: CSS=42.6, Synergy_ZIP=-8.70, Synergy_Bliss=-2.26, Synergy_Loewe=-3.57, Synergy_HSA=1.27.